Dataset: Full USPTO retrosynthesis dataset with 1.9M reactions from patents (1976-2016). Task: Predict the reactants needed to synthesize the given product. (1) Given the product [CH3:1][CH:2]([O:11][C:12]1[CH:17]=[CH:16][C:15]([C:18]2[CH:19]=[CH:20][C:21]([C:22]([OH:24])=[O:23])=[CH:26][CH:27]=2)=[CH:14][CH:13]=1)[CH2:3][NH:4][S:5]([CH:8]([CH3:9])[CH3:10])(=[O:7])=[O:6], predict the reactants needed to synthesize it. The reactants are: [CH3:1][CH:2]([O:11][C:12]1[CH:17]=[CH:16][C:15]([C:18]2[CH:27]=[CH:26][C:21]([C:22]([O:24]C)=[O:23])=[CH:20][CH:19]=2)=[CH:14][CH:13]=1)[CH2:3][NH:4][S:5]([CH:8]([CH3:10])[CH3:9])(=[O:7])=[O:6].[OH-].[Li+].C1COCC1.CO. (2) Given the product [C:25]([O:29][C:30]([N:32]1[CH2:37][CH2:36][CH:35]([C:38]2[CH:43]=[CH:42][C:41]([NH:44][C:21]3[N:20]=[CH:19][C:18]4=[CH:17][CH:16]=[C:15]([C:11]5[CH:12]=[CH:13][CH:14]=[C:9]([S:6](=[O:7])(=[O:8])[NH:5][C:1]([CH3:2])([CH3:4])[CH3:3])[CH:10]=5)[N:23]4[N:22]=3)=[CH:40][CH:39]=2)[CH2:34][CH2:33]1)=[O:31])([CH3:28])([CH3:26])[CH3:27], predict the reactants needed to synthesize it. The reactants are: [C:1]([NH:5][S:6]([C:9]1[CH:14]=[CH:13][CH:12]=[C:11]([C:15]2[N:23]3[C:18]([CH:19]=[N:20][C:21](O)=[N:22]3)=[CH:17][CH:16]=2)[CH:10]=1)(=[O:8])=[O:7])([CH3:4])([CH3:3])[CH3:2].[C:25]([O:29][C:30]([N:32]1[CH2:37][CH2:36][CH:35]([C:38]2[CH:43]=[CH:42][C:41]([NH2:44])=[CH:40][CH:39]=2)[CH2:34][CH2:33]1)=[O:31])([CH3:28])([CH3:27])[CH3:26]. (3) Given the product [NH2:35][C@@H:10]1[CH2:9][N:8]([C:6]([O:5][C:1]([CH3:4])([CH3:3])[CH3:2])=[O:7])[CH2:13][C@H:12]([C:14]([O:16][CH3:17])=[O:15])[CH2:11]1, predict the reactants needed to synthesize it. The reactants are: [C:1]([O:5][C:6]([N:8]1[CH2:13][C@@H:12]([C:14]([O:16][CH3:17])=[O:15])[CH2:11][C@@H:10](C(O)=O)[CH2:9]1)=[O:7])([CH3:4])([CH3:3])[CH3:2].C1(P([N:35]=[N+]=[N-])(C2C=CC=CC=2)=O)C=CC=CC=1.C(N(CC)CC)C.C(O)C1C=CC=CC=1.